Dataset: Reaction yield outcomes from USPTO patents with 853,638 reactions. Task: Predict the reaction yield, written as a fraction of the theoretical maximum amount of product (1.0 means a 100% yield; for example, 0.34 means a 34% yield). (1) The reactants are [Cl:1][C:2]1[CH:3]=[C:4]([NH:9][C:10]([NH2:12])=[S:11])[CH:5]=[CH:6][C:7]=1[Cl:8].Br[CH2:14][C:15]([C:17]1[CH:26]=[CH:25][C:24]2[NH:23][C:22](=[O:27])[C:21]3[NH:28][CH:29]=[CH:30][C:20]=3[C:19]=2[CH:18]=1)=O.[CH2:31]([C:33]([O-:35])=[O:34])[CH3:32]. The catalyst is C(O)C. The product is [Cl:1][C:2]1[CH:3]=[C:4]([NH:9][C:10]2[S:11][CH:14]=[C:15]([C:17]3[CH:26]=[CH:25][C:24]4[NH:23][C:22](=[O:27])[C:21]5[NH:28][CH:29]=[CH:30][C:20]=5[C:19]=4[CH:18]=3)[N:12]=2)[CH:5]=[CH:6][C:7]=1[Cl:8].[CH2:31]([C:33]([O-:35])=[O:34])[CH3:32]. The yield is 0.140. (2) The reactants are I[CH2:2][C:3]([O:5][CH2:6][CH3:7])=[O:4].[F:8][C:9]1[CH:14]=[CH:13][C:12]([F:15])=[CH:11][C:10]=1[CH2:16][CH2:17][OH:18].C(C1C=CC=C(C(C)(C)C)N=1)(C)(C)C. The catalyst is ClCCl.FC(F)(F)S([O-])(=O)=O.[Ag+]. The product is [CH2:6]([O:5][C:3](=[O:4])[CH2:2][O:18][CH2:17][CH2:16][C:10]1[CH:11]=[C:12]([F:15])[CH:13]=[CH:14][C:9]=1[F:8])[CH3:7]. The yield is 0.540. (3) The reactants are Cl[C:2]1[N:3]=[N:4][C:5]([C:8]#[C:9][C:10]2[CH:15]=[CH:14][CH:13]=[CH:12][CH:11]=2)=[CH:6][CH:7]=1.[CH3:16][C:17]1([CH3:23])[CH2:21][NH:20][C:19](=[O:22])[CH2:18]1.C(=O)([O-])[O-].[Cs+].[Cs+].C(OCC)(=O)C. The yield is 0.150. The product is [CH3:16][C:17]1([CH3:23])[CH2:21][N:20]([C:2]2[N:3]=[N:4][C:5]([C:8]#[C:9][C:10]3[CH:15]=[CH:14][CH:13]=[CH:12][CH:11]=3)=[CH:6][CH:7]=2)[C:19](=[O:22])[CH2:18]1. The catalyst is CN(C=O)C.